This data is from Forward reaction prediction with 1.9M reactions from USPTO patents (1976-2016). The task is: Predict the product of the given reaction. (1) Given the reactants [CH3:1][O:2][C:3]1[CH:8]=[C:7]([N:9]2[CH2:14][CH2:13][O:12][CH2:11][CH2:10]2)[C:6]([N+:15]([O-])=O)=[CH:5][C:4]=1[NH:18][C:19]1[N:24]=[C:23]([N:25]2[CH:29]=[C:28]([CH:30]=O)[C:27]([CH3:32])=[N:26]2)[CH:22]=[CH:21][N:20]=1.Cl.[NH:34]1[CH2:37][CH2:36][CH2:35]1, predict the reaction product. The product is: [N:34]1([CH2:30][C:28]2[C:27]([CH3:32])=[N:26][N:25]([C:23]3[CH:22]=[CH:21][N:20]=[C:19]([NH:18][C:4]4[C:3]([O:2][CH3:1])=[CH:8][C:7]([N:9]5[CH2:10][CH2:11][O:12][CH2:13][CH2:14]5)=[C:6]([NH:15][C:3](=[O:2])[CH:4]=[CH2:5])[CH:5]=4)[N:24]=3)[CH:29]=2)[CH2:37][CH2:36][CH2:35]1. (2) Given the reactants [NH2:1][C:2]1[N:10]=[CH:9][CH:8]=[CH:7][C:3]=1[C:4]([OH:6])=O.ON1C2C=CC=CC=2N=N1.CCN=C=NCCCN(C)C.[CH3:32][C:33]1[CH:47]=[CH:46][C:36]([O:37][C:38]2[CH:45]=[CH:44][C:41]([CH2:42][NH2:43])=[CH:40][CH:39]=2)=[CH:35][CH:34]=1, predict the reaction product. The product is: [CH3:32][C:33]1[CH:47]=[CH:46][C:36]([O:37][C:38]2[CH:45]=[CH:44][C:41]([CH2:42][NH:43][C:4](=[O:6])[C:3]3[CH:7]=[CH:8][CH:9]=[N:10][C:2]=3[NH2:1])=[CH:40][CH:39]=2)=[CH:35][CH:34]=1. (3) Given the reactants [CH3:1][O:2][CH2:3][C:4]([CH:6]1[CH2:11][CH2:10][O:9][CH2:8][CH2:7]1)=[O:5].[BH4-].[Na+], predict the reaction product. The product is: [CH3:1][O:2][CH2:3][CH:4]([CH:6]1[CH2:11][CH2:10][O:9][CH2:8][CH2:7]1)[OH:5]. (4) Given the reactants [Br:1][C:2]1[C:11]([F:12])=[CH:10][C:9]2[O:8][C@@:7]3([CH3:17])[CH2:13][CH2:14][O:15][CH2:16][C@H:6]3[C:5](=[O:18])[C:4]=2[CH:3]=1.C[Si]([N-][Si](C)(C)C)(C)C.[Li+].OC1C=CC=CC=1C(OCC)=O, predict the reaction product. The product is: [Br:1][C:2]1[C:11]([F:12])=[CH:10][C:9]2[O:8][C@@:7]3([CH3:17])[CH2:13][CH2:14][O:15][CH2:16][C@@H:6]3[C:5](=[O:18])[C:4]=2[CH:3]=1. (5) Given the reactants [Cl:1][C:2]1[CH:7]=[CH:6][C:5]([OH:8])=[CH:4][C:3]=1[N+:9]([O-:11])=[O:10].[Br:12][C:13]1[CH:18]=[CH:17][C:16]([CH2:19]Br)=[CH:15][CH:14]=1, predict the reaction product. The product is: [Br:12][C:13]1[CH:18]=[CH:17][C:16]([CH2:19][O:8][C:5]2[CH:6]=[CH:7][C:2]([Cl:1])=[C:3]([N+:9]([O-:11])=[O:10])[CH:4]=2)=[CH:15][CH:14]=1. (6) Given the reactants [C:1](OC)(OC)(OC)[CH2:2][CH2:3][CH3:4].[CH2:11]([O:18][C:19]1[CH:28]=[C:27]2[C:22]([C:23]([NH:30][CH2:31][CH:32]([CH3:34])[CH3:33])=[C:24]([NH2:29])[CH:25]=[N:26]2)=[CH:21][CH:20]=1)[C:12]1[CH:17]=[CH:16][CH:15]=[CH:14][CH:13]=1.Cl.N1C=CC=CC=1, predict the reaction product. The product is: [CH2:11]([O:18][C:19]1[CH:20]=[CH:21][C:22]2[C:23]3[N:30]([CH2:31][CH:32]([CH3:34])[CH3:33])[C:1]([CH2:2][CH2:3][CH3:4])=[N:29][C:24]=3[CH:25]=[N:26][C:27]=2[CH:28]=1)[C:12]1[CH:13]=[CH:14][CH:15]=[CH:16][CH:17]=1.